From a dataset of HIV replication inhibition screening data with 41,000+ compounds from the AIDS Antiviral Screen. Binary Classification. Given a drug SMILES string, predict its activity (active/inactive) in a high-throughput screening assay against a specified biological target. (1) The drug is C(#Cc1ccccc1)SC1=C(c2ccccc2)SC(=C(SC#Cc2ccccc2)c2ccccc2)S1. The result is 0 (inactive). (2) The compound is COC(=O)C1(C)CCCC2(C)C3CC4OOC3(C=C4C(C)C)CCC12. The result is 0 (inactive). (3) The compound is N#Cc1nsnc1-c1nc(-c2nsnc2C#N)nc(-c2nsnc2C#N)n1. The result is 0 (inactive).